This data is from Reaction yield outcomes from USPTO patents with 853,638 reactions. The task is: Predict the reaction yield, written as a fraction of the theoretical maximum amount of product (1.0 means a 100% yield; for example, 0.34 means a 34% yield). The reactants are [Br:1][CH:2]1[CH2:23][CH2:22][C:5]2=[CH:6][C:7]3[C:8]4[CH:17]=[CH:16][C:15]([C:18](=[O:21])[CH2:19]Br)=[CH:14][C:9]=4[CH2:10][O:11][C:12]=3[CH:13]=[C:4]2[C:3]1=[O:24].[C:25]([O:29][C:30]([N:32]1[C@@H:36]([CH3:37])[CH2:35][CH2:34][C@H:33]1[C:38]([OH:40])=[O:39])=[O:31])([CH3:28])([CH3:27])[CH3:26].C([O-])([O-])=O.[K+].[K+]. The catalyst is ClCCl. The product is [CH3:37][C@@H:36]1[N:32]([C:30]([O:29][C:25]([CH3:26])([CH3:27])[CH3:28])=[O:31])[C@H:33]([C:38]([O:40][CH2:19][C:18]([C:15]2[CH:16]=[CH:17][C:8]3[C:7]4[CH:6]=[C:5]5[CH2:22][CH2:23][CH:2]([Br:1])[C:3](=[O:24])[C:4]5=[CH:13][C:12]=4[O:11][CH2:10][C:9]=3[CH:14]=2)=[O:21])=[O:39])[CH2:34][CH2:35]1. The yield is 0.840.